From a dataset of Catalyst prediction with 721,799 reactions and 888 catalyst types from USPTO. Predict which catalyst facilitates the given reaction. (1) Reactant: [CH3:1][O:2][C:3]1([C:10]2[CH:15]=[CH:14][C:13]([C:16]([F:19])([F:18])[F:17])=[CH:12][C:11]=2[CH2:20][OH:21])[CH2:9][CH2:8][CH2:7][CH2:6][CH2:5][CH2:4]1.CC(OI1(OC(C)=O)(OC(C)=O)OC(=O)C2C=CC=CC1=2)=O. Product: [CH3:1][O:2][C:3]1([C:10]2[CH:15]=[CH:14][C:13]([C:16]([F:17])([F:18])[F:19])=[CH:12][C:11]=2[CH:20]=[O:21])[CH2:9][CH2:8][CH2:7][CH2:6][CH2:5][CH2:4]1. The catalyst class is: 124. (2) Reactant: [CH3:1][C:2]1[N:3]=[C:4]([C:16]2[CH:21]=[CH:20][C:19]([C:22]([F:25])([F:24])[F:23])=[CH:18][CH:17]=2)[O:5][C:6]=1[CH:7]([OH:15])[CH2:8][C:9]1[CH:14]=[CH:13][CH:12]=[CH:11][CH:10]=1.[CH3:26][O:27][C:28](=[O:39])[CH2:29][CH2:30][C:31]1[CH:36]=[CH:35][C:34](O)=[CH:33][C:32]=1[CH3:38].N(C(N1CCCCC1)=O)=NC(N1CCCCC1)=O.C(P(CCCC)CCCC)CCC. Product: [CH3:26][O:27][C:28](=[O:39])[CH2:29][CH2:30][C:31]1[CH:36]=[CH:35][C:34]([O:15][CH:7]([C:6]2[O:5][C:4]([C:16]3[CH:17]=[CH:18][C:19]([C:22]([F:25])([F:23])[F:24])=[CH:20][CH:21]=3)=[N:3][C:2]=2[CH3:1])[CH2:8][C:9]2[CH:10]=[CH:11][CH:12]=[CH:13][CH:14]=2)=[CH:33][C:32]=1[CH3:38]. The catalyst class is: 11.